From a dataset of Reaction yield outcomes from USPTO patents with 853,638 reactions. Predict the reaction yield, written as a fraction of the theoretical maximum amount of product (1.0 means a 100% yield; for example, 0.34 means a 34% yield). (1) The reactants are C([C@H]1CCOC(=O)N1C(=O)[C@@H:16]([C@H:21]([O:29][Si:30]([C:33]([CH3:36])([CH3:35])[CH3:34])([CH3:32])[CH3:31])[C:22]1[CH:23]=[N:24][C:25]([Cl:28])=[CH:26][CH:27]=1)[CH2:17][CH2:18][C:19]#[CH:20])C1C=CC=CC=1.[O:38]1[CH2:42]CCC1.[OH:43]O.[OH-].[Na+]. The catalyst is O. The product is [Si:30]([O:29][C@H:21]([C:22]1[CH:23]=[N:24][C:25]([Cl:28])=[CH:26][CH:27]=1)[C@@H:16]([CH2:17][CH2:18][C:19]#[CH:20])[C:42]([OH:38])=[O:43])([C:33]([CH3:34])([CH3:36])[CH3:35])([CH3:32])[CH3:31]. The yield is 0.620. (2) The reactants are C1COCC1.O.[CH3:7][O:8][C:9](=[O:32])[C:10]1[CH:15]=[C:14](OS(C(F)(F)F)(=O)=O)[CH:13]=[C:12]([O:24][CH2:25][C:26]2[CH:31]=[CH:30][CH:29]=[CH:28][CH:27]=2)[CH:11]=1.[C:33]1(B(O)O)[CH:38]=[CH:37][CH:36]=[CH:35][CH:34]=1.C(=O)([O-])[O-].[K+].[K+]. The catalyst is C(OCC)C.C1C=CC([P]([Pd]([P](C2C=CC=CC=2)(C2C=CC=CC=2)C2C=CC=CC=2)([P](C2C=CC=CC=2)(C2C=CC=CC=2)C2C=CC=CC=2)[P](C2C=CC=CC=2)(C2C=CC=CC=2)C2C=CC=CC=2)(C2C=CC=CC=2)C2C=CC=CC=2)=CC=1. The product is [CH3:7][O:8][C:9]([C:10]1[CH:15]=[C:14]([C:33]2[CH:38]=[CH:37][CH:36]=[CH:35][CH:34]=2)[CH:13]=[C:12]([O:24][CH2:25][C:26]2[CH:31]=[CH:30][CH:29]=[CH:28][CH:27]=2)[CH:11]=1)=[O:32]. The yield is 0.900. (3) The reactants are O[CH2:2][CH2:3][CH2:4][C:5]1[CH:12]=[CH:11][C:8]([C:9]#[N:10])=[CH:7][CH:6]=1.C1(P(C2C=CC=CC=2)C2C=CC=CC=2)C=CC=CC=1.C(Br)(Br)(Br)[Br:33]. The catalyst is C(Cl)Cl. The product is [Br:33][CH2:2][CH2:3][CH2:4][C:5]1[CH:12]=[CH:11][C:8]([C:9]#[N:10])=[CH:7][CH:6]=1. The yield is 0.690.